Dataset: Catalyst prediction with 721,799 reactions and 888 catalyst types from USPTO. Task: Predict which catalyst facilitates the given reaction. (1) Reactant: CC1[N:3]([C:8]2[N:13]=[C:12]([CH2:14][CH2:15][C:16]3[CH:17]=[C:18]([N:22]4[CH2:27][CH2:26][N:25]([CH3:28])[CH2:24][CH2:23]4)[CH:19]=[N:20][CH:21]=3)[CH:11]=[C:10]([CH3:29])[CH:9]=2)C(C)=CC=1.NO.Cl. Product: [CH3:29][C:10]1[CH:11]=[C:12]([CH2:14][CH2:15][C:16]2[CH:21]=[N:20][CH:19]=[C:18]([N:22]3[CH2:23][CH2:24][N:25]([CH3:28])[CH2:26][CH2:27]3)[CH:17]=2)[N:13]=[C:8]([NH2:3])[CH:9]=1. The catalyst class is: 88. (2) Reactant: F[B-](F)(F)F.[CH3:6][O+:7]([CH3:9])C.C(N(CC)C(C)C)(C)C.[C:19]([C:21]1[CH:26]=[CH:25][C:24]([CH:27]([C:42]2C(=O)[CH2:46][CH2:45][CH2:44][C:43]=2[OH:49])[NH:28][C:29]([NH:31][C:32]2[CH:37]=[CH:36][N:35]=[C:34]([C:38]([F:41])([F:40])[F:39])[CH:33]=2)=[O:30])=[CH:23][CH:22]=1)#[N:20]. Product: [C:19]([C:21]1[CH:26]=[CH:25][C:24]([CH:27]([C:42]2[C:43](=[O:49])[CH2:44][CH2:45][CH2:46][C:6]=2[O:7][CH3:9])[NH:28][C:29]([NH:31][C:32]2[CH:37]=[CH:36][N:35]=[C:34]([C:38]([F:39])([F:41])[F:40])[CH:33]=2)=[O:30])=[CH:23][CH:22]=1)#[N:20]. The catalyst class is: 4. (3) Reactant: [C:1]([NH:5][C:6]([NH:8][CH2:9][C:10]([CH3:32])([CH3:31])[CH:11]([C:15]1[CH:16]=[C:17]2[C:21](=[CH:22][CH:23]=1)[N:20]([C:24]1[CH:29]=[CH:28][C:27]([F:30])=[CH:26][CH:25]=1)[N:19]=[CH:18]2)[CH2:12][CH:13]=[CH2:14])=[O:7])([CH3:4])([CH3:3])[CH3:2].[CH2:33]([Zn]CC)C.[NH4+].[Cl-]. Product: [C:1]([NH:5][C:6]([NH:8][CH2:9][C:10]([CH3:32])([CH3:31])[CH:11]([C:15]1[CH:16]=[C:17]2[C:21](=[CH:22][CH:23]=1)[N:20]([C:24]1[CH:29]=[CH:28][C:27]([F:30])=[CH:26][CH:25]=1)[N:19]=[CH:18]2)[CH2:12][CH:13]1[CH2:33][CH2:14]1)=[O:7])([CH3:2])([CH3:3])[CH3:4]. The catalyst class is: 26. (4) Reactant: [F:1][C:2]1[C:3]([F:20])=[CH:4][C:5]2[O:9][C:8]([CH3:10])=[N+:7]([CH2:11][CH2:12][CH2:13][CH2:14][S:15]([O-:18])(=[O:17])=[O:16])[C:6]=2[CH:19]=1.[Br-].[C:22]([CH2:25][C:26]1[CH:43]=[CH:42][C:29]([CH2:30][N+:31]2[C:35]3[CH:36]=[CH:37][C:38]([F:40])=[CH:39][C:34]=3[O:33][C:32]=2[CH3:41])=[CH:28][CH:27]=1)([OH:24])=[O:23].[CH:44](OCC)(OCC)OCC.CO. Product: [C:22]([CH2:25][C:26]1[CH:43]=[CH:42][C:29]([CH2:30][N:31]2[C:35]3[CH:36]=[CH:37][C:38]([F:40])=[CH:39][C:34]=3[O:33]/[C:32]/2=[CH:41]\[CH:44]=[CH:10]\[C:8]2[O:9][C:5]3[CH:4]=[C:3]([F:20])[C:2]([F:1])=[CH:19][C:6]=3[N+:7]=2[CH2:11][CH2:12][CH2:13][CH2:14][S:15]([O-:18])(=[O:16])=[O:17])=[CH:28][CH:27]=1)([OH:24])=[O:23]. The catalyst class is: 17.